From a dataset of Catalyst prediction with 721,799 reactions and 888 catalyst types from USPTO. Predict which catalyst facilitates the given reaction. (1) Reactant: [F:1][C:2]1[CH:7]=[C:6]([O:8][C:9]2[CH:14]=[CH:13][N:12]=[C:11]([NH:15][C:16]([N:18]3[CH2:21][CH:20]([OH:22])[CH2:19]3)=[O:17])[CH:10]=2)[C:5]([F:23])=[CH:4][C:3]=1[NH:24][C:25]([CH2:27][C:28]1([CH2:31][C:32]([NH:34][C:35]2[CH:40]=[CH:39][C:38]([F:41])=[CH:37][CH:36]=2)=[O:33])[CH2:30][CH2:29]1)=[O:26].[ClH:42].O. The catalyst class is: 21. Product: [ClH:42].[F:1][C:2]1[CH:7]=[C:6]([O:8][C:9]2[CH:14]=[CH:13][N:12]=[C:11]([NH:15][C:16]([N:18]3[CH2:19][CH:20]([OH:22])[CH2:21]3)=[O:17])[CH:10]=2)[C:5]([F:23])=[CH:4][C:3]=1[NH:24][C:25]([CH2:27][C:28]1([CH2:31][C:32]([NH:34][C:35]2[CH:36]=[CH:37][C:38]([F:41])=[CH:39][CH:40]=2)=[O:33])[CH2:30][CH2:29]1)=[O:26]. (2) Reactant: [O:1]=[CH:2][C@H:3]([C@H:5]([C@@H:7]([C@@H:9]([CH2:11][OH:12])[OH:10])[OH:8])[OH:6])[OH:4].[Br:13][CH2:14][CH2:15]O. Product: [Br:13][CH2:14][CH2:15][C:2]([C@H:3]([C@H:5]([C@@H:7]([C@@H:9]([CH2:11][OH:12])[OH:10])[OH:8])[OH:6])[OH:4])=[O:1]. The catalyst class is: 138. (3) The catalyst class is: 303. Reactant: [Br:1][C:2]1[CH:3]=[CH:4][C:5]2[O:10][CH2:9][CH2:8][NH:7][C:6]=2[CH:11]=1.C(=O)([O-])[O-].[K+].[K+].[CH2:18](Br)[C:19]1[CH:24]=[CH:23][CH:22]=[CH:21][CH:20]=1. Product: [Br:1][C:2]1[CH:3]=[CH:4][C:5]2[O:10][CH2:9][CH2:8][N:7]([CH2:18][C:19]3[CH:24]=[CH:23][CH:22]=[CH:21][CH:20]=3)[C:6]=2[CH:11]=1. (4) Reactant: [F:1][C:2]1([C:8]2[CH:15]=[CH:14][C:11]([C:12]#[N:13])=[CH:10][CH:9]=2)[CH2:7][CH2:6][O:5][CH2:4][CH2:3]1.Cl.[NH2:17][OH:18].C(N(CC)CC)C. Product: [F:1][C:2]1([C:8]2[CH:15]=[CH:14][C:11]([C:12](=[N:17][OH:18])[NH2:13])=[CH:10][CH:9]=2)[CH2:7][CH2:6][O:5][CH2:4][CH2:3]1. The catalyst class is: 40. (5) Reactant: [CH3:1][O:2][C:3]1[CH:4]=[CH:5][C:6]([N+:12]([O-:14])=[O:13])=[C:7]([CH2:9][CH2:10][NH2:11])[CH:8]=1.[CH2:15]([N:22]1[CH2:27][CH2:26][CH2:25][CH2:24][C:23]1=O)[C:16]1[CH:21]=[CH:20][CH:19]=[CH:18][CH:17]=1.C(O)(=O)C.C(O[BH-](OC(=O)C)OC(=O)C)(=O)C.[Na+].C(=O)([O-])[O-].[K+].[K+]. The catalyst class is: 4. Product: [CH2:15]([N:22]1[CH2:27][CH2:26][CH:25]([NH:11][CH2:10][CH2:9][C:7]2[CH:8]=[C:3]([O:2][CH3:1])[CH:4]=[CH:5][C:6]=2[N+:12]([O-:14])=[O:13])[CH2:24][CH2:23]1)[C:16]1[CH:21]=[CH:20][CH:19]=[CH:18][CH:17]=1. (6) Reactant: [I-].[CH3:2][N+:3]1[CH:7]=[CH:6][N:5]([CH2:8][CH2:9][CH2:10][CH3:11])[C:4]=1[CH3:12].[C:13]([O-:18])(=[O:17])[CH2:14][CH2:15][CH3:16].[Na+]. Product: [C:13]([O-:18])(=[O:17])[CH2:14][CH2:15][CH3:16].[CH3:2][N+:3]1[CH:7]=[CH:6][N:5]([CH2:8][CH2:9][CH2:10][CH3:11])[C:4]=1[CH3:12]. The catalyst class is: 6.